Dataset: Forward reaction prediction with 1.9M reactions from USPTO patents (1976-2016). Task: Predict the product of the given reaction. (1) The product is: [I:14][C:15]1[CH:21]=[C:20]([C:22]([F:24])([F:25])[F:23])[CH:19]=[CH:18][C:16]=1[NH:17][S:10]([C:7]1[CH:8]=[CH:9][C:4]([CH:2]([CH3:3])[CH3:1])=[CH:5][CH:6]=1)(=[O:12])=[O:11]. Given the reactants [CH3:1][CH:2]([C:4]1[CH:9]=[CH:8][C:7]([S:10](Cl)(=[O:12])=[O:11])=[CH:6][CH:5]=1)[CH3:3].[I:14][C:15]1[CH:21]=[C:20]([C:22]([F:25])([F:24])[F:23])[CH:19]=[CH:18][C:16]=1[NH2:17].Cl, predict the reaction product. (2) The product is: [CH2:1]([N:8]1[CH2:13][C@@H:12]([CH3:14])[NH:11][CH2:10][C@@H:9]1[C:15]1[CH:31]=[CH:30][CH:29]=[CH:27][CH:28]=1)[C:2]1[CH:7]=[CH:6][CH:5]=[CH:4][CH:3]=1. Given the reactants [CH2:1]([N:8]1[CH2:13][CH:12]([CH3:14])[NH:11][CH2:10][CH:9]1[CH3:15])[C:2]1[CH:7]=[CH:6][CH:5]=[CH:4][CH:3]=1.C(OC(N1[CH2:28][C@@H:27]([C:29]2C=CC=[CH:31][CH:30]=2)NC[C@@H]1C)=O)(C)(C)C, predict the reaction product. (3) The product is: [Cl:12][CH2:13][C:14]1[N:15]([CH2:27][C:28]2([OH:32])[CH2:29][CH2:30][CH2:31]2)[C:16]2[C:25]3[CH:24]=[CH:23][CH:22]=[CH:21][C:20]=3[N+:19]([O-:6])=[CH:18][C:17]=2[N:26]=1. Given the reactants ClC1C=C(C=CC=1)C(OO)=[O:6].[Cl:12][CH2:13][C:14]1[N:15]([CH2:27][C:28]2([OH:32])[CH2:31][CH2:30][CH2:29]2)[C:16]2[C:25]3[CH:24]=[CH:23][CH:22]=[CH:21][C:20]=3[N:19]=[CH:18][C:17]=2[N:26]=1, predict the reaction product. (4) Given the reactants [Br:1][C:2]1[CH:17]=[CH:16][C:5]2[C:6](Cl)=[N:7][C:8]3[C:13]([C:4]=2[CH:3]=1)=[C:12]([Cl:14])[N:11]=[CH:10][CH:9]=3.[CH3:18][N:19]1[CH:23]=[CH:22][C:21]([CH2:24][NH2:25])=[N:20]1.CCN(CC)CC, predict the reaction product. The product is: [Br:1][C:2]1[CH:17]=[CH:16][C:5]2[C:6]([NH:25][CH2:24][C:21]3[CH:22]=[CH:23][N:19]([CH3:18])[N:20]=3)=[N:7][C:8]3[C:13]([C:4]=2[CH:3]=1)=[C:12]([Cl:14])[N:11]=[CH:10][CH:9]=3. (5) Given the reactants Cl.[C:2]([NH:5][C:6]1[CH:7]=[C:8]([CH:12]2[CH2:17][CH2:16][NH:15][CH2:14][CH2:13]2)[CH:9]=[CH:10][CH:11]=1)(=[O:4])[CH3:3].Br[CH2:19][CH2:20][OH:21].C([O-])([O-])=O.[K+].[K+].O, predict the reaction product. The product is: [C:2]([NH:5][C:6]1[CH:7]=[C:8]([CH:12]2[CH2:13][CH2:14][N:15]([CH2:19][CH2:20][OH:21])[CH2:16][CH2:17]2)[CH:9]=[CH:10][CH:11]=1)(=[O:4])[CH3:3].